This data is from Forward reaction prediction with 1.9M reactions from USPTO patents (1976-2016). The task is: Predict the product of the given reaction. Given the reactants [F:1][C:2]1[CH:3]=[C:4]([C:12]2[S:16][C:15]([NH2:17])=[N:14][C:13]=2[CH3:18])[CH:5]=[CH:6][C:7]=1[S:8]([CH3:11])(=[O:10])=[O:9].[C:19](O[C:19](=[O:22])[CH2:20][CH3:21])(=[O:22])[CH2:20][CH3:21], predict the reaction product. The product is: [F:1][C:2]1[CH:3]=[C:4]([C:12]2[S:16][C:15]([NH:17][C:19](=[O:22])[CH2:20][CH3:21])=[N:14][C:13]=2[CH3:18])[CH:5]=[CH:6][C:7]=1[S:8]([CH3:11])(=[O:9])=[O:10].